Task: Predict the product of the given reaction.. Dataset: Forward reaction prediction with 1.9M reactions from USPTO patents (1976-2016) (1) Given the reactants C[O:2][C:3](=[O:20])[CH2:4][C:5]1[CH:10]=[CH:9][CH:8]=[C:7]([NH:11][C:12]([C:14]2[O:15][C:16](Br)=[CH:17][CH:18]=2)=[O:13])[CH:6]=1.[F:21][C:22]1[CH:23]=[C:24](B(O)O)[CH:25]=[CH:26][CH:27]=1, predict the reaction product. The product is: [F:21][C:22]1[CH:27]=[C:26]([C:16]2[O:15][C:14]([C:12]([NH:11][C:7]3[CH:6]=[C:5]([CH2:4][C:3]([OH:2])=[O:20])[CH:10]=[CH:9][CH:8]=3)=[O:13])=[CH:18][CH:17]=2)[CH:25]=[CH:24][CH:23]=1. (2) Given the reactants [C:1](#[N:3])C.Cl.Cl.C1(C)C=CC=C(N2CCNCC2)C=1.[C:19]1([CH3:47])[CH:24]=[CH:23][CH:22]=[C:21]([N:25]2[CH2:30][CH2:29][N:28]([CH2:31][CH2:32][CH2:33][CH2:34][NH:35][C:36]([C:38]3O[C:41]4[CH:43]=[CH:44][CH:45]=[CH:46][C:40]=4[CH:39]=3)=[O:37])[CH2:27][CH2:26]2)[CH:20]=1, predict the reaction product. The product is: [C:19]1([CH3:47])[CH:24]=[CH:23][CH:22]=[C:21]([N:25]2[CH2:30][CH2:29][N:28]([CH2:31][CH2:32][CH2:33][CH2:34][NH:35][C:36]([C:38]3[N:3]=[CH:1][C:41]4[C:40]([CH:39]=3)=[CH:46][CH:45]=[CH:44][CH:43]=4)=[O:37])[CH2:27][CH2:26]2)[CH:20]=1.